The task is: Predict the product of the given reaction.. This data is from Forward reaction prediction with 1.9M reactions from USPTO patents (1976-2016). Given the reactants Br[C:2]1[N:7]=[N:6][C:5]([NH2:8])=[N:4][C:3]=1[C:9]1[CH:14]=[CH:13][CH:12]=[CH:11][CH:10]=1.C([O-])([O-])=O.[K+].[K+].Cl.[CH3:22][O:23][CH:24]1[CH2:29][CH2:28][CH2:27][NH:26][CH2:25]1, predict the reaction product. The product is: [CH3:22][O:23][CH:24]1[CH2:29][CH2:28][CH2:27][N:26]([C:2]2[N:7]=[N:6][C:5]([NH2:8])=[N:4][C:3]=2[C:9]2[CH:14]=[CH:13][CH:12]=[CH:11][CH:10]=2)[CH2:25]1.